From a dataset of Forward reaction prediction with 1.9M reactions from USPTO patents (1976-2016). Predict the product of the given reaction. (1) Given the reactants [Cl:1][C:2]1[C:7]([F:8])=[C:6](I)[CH:5]=[CH:4][N:3]=1.C([O-])([O-])=O.[K+].[K+].[CH3:16][C:17]1(C)[C:21](C)(C)OB(C(C)=C)O1, predict the reaction product. The product is: [Cl:1][C:2]1[C:7]([F:8])=[C:6]([C:17]([CH3:21])=[CH2:16])[CH:5]=[CH:4][N:3]=1. (2) Given the reactants [CH2:1]([O:3][C:4]([C:6]1[CH:7]=[N:8][N:9]2[C:14]([OH:15])=[C:13]([C:16]([OH:18])=O)[CH:12]=[N:11][C:10]=12)=[O:5])[CH3:2].Cl.[F:20][C:21]1([C:27]2[CH:32]=[CH:31][CH:30]=[CH:29][CH:28]=2)[CH2:26][CH2:25][NH:24][CH2:23][CH2:22]1, predict the reaction product. The product is: [CH2:1]([O:3][C:4]([C:6]1[CH:7]=[N:8][N:9]2[C:14]([OH:15])=[C:13]([C:16]([N:24]3[CH2:25][CH2:26][C:21]([F:20])([C:27]4[CH:28]=[CH:29][CH:30]=[CH:31][CH:32]=4)[CH2:22][CH2:23]3)=[O:18])[CH:12]=[N:11][C:10]=12)=[O:5])[CH3:2]. (3) Given the reactants CN(C=O)C.[S:6]([Cl:10])(Cl)(=[O:8])=[O:7].[CH2:11]([C:15]1[S:19][C:18]2[CH:20]=[CH:21][CH:22]=[CH:23][C:17]=2[CH:16]=1)[CH2:12][CH2:13][CH3:14], predict the reaction product. The product is: [CH2:11]([C:15]1[S:19][C:18]2[CH:20]=[CH:21][CH:22]=[CH:23][C:17]=2[C:16]=1[S:6]([Cl:10])(=[O:8])=[O:7])[CH2:12][CH2:13][CH3:14]. (4) Given the reactants CS([C:4]1[N:5]([C:16]2[CH:21]=[CH:20][C:19]([O:22][CH2:23][C:24]([F:27])([F:26])[F:25])=[CH:18][CH:17]=2)[C:6](=[O:15])[C:7]2[CH:13]=[CH:12][C:11](=[O:14])[NH:10][C:8]=2[N:9]=1)=O.[CH3:28][CH:29]([OH:31])[CH3:30].[H-].[Na+].Cl, predict the reaction product. The product is: [CH3:28][CH:29]([O:31][C:4]1[N:5]([C:16]2[CH:21]=[CH:20][C:19]([O:22][CH2:23][C:24]([F:27])([F:26])[F:25])=[CH:18][CH:17]=2)[C:6](=[O:15])[C:7]2[CH:13]=[CH:12][C:11](=[O:14])[NH:10][C:8]=2[N:9]=1)[CH3:30]. (5) Given the reactants [NH2:1][CH:2]1[CH2:7][CH2:6][N:5]([CH2:8][C:9]2[CH:14]=[CH:13][CH:12]=[CH:11][CH:10]=2)[CH2:4][CH2:3]1.[CH:15]1([N:21]=[C:22]=[N:23][CH:24]2[CH2:29][CH2:28][CH2:27][CH2:26][CH2:25]2)[CH2:20][CH2:19][CH2:18][CH2:17][CH2:16]1, predict the reaction product. The product is: [CH2:8]([N:5]1[CH2:6][CH2:7][CH:2]([NH:1][C:22]([NH:23][CH:24]2[CH2:29][CH2:28][CH2:27][CH2:26][CH2:25]2)=[N:21][CH:15]2[CH2:20][CH2:19][CH2:18][CH2:17][CH2:16]2)[CH2:3][CH2:4]1)[C:9]1[CH:14]=[CH:13][CH:12]=[CH:11][CH:10]=1. (6) The product is: [NH:16]1[C:20]2[CH:21]=[CH:22][CH:23]=[CH:24][C:19]=2[N:18]=[C:17]1[C:25]1[CH:26]=[C:27]([NH:28][C:13]([CH:10]2[CH2:9][CH2:8][CH:7]([C:1]3[CH:2]=[CH:3][CH:4]=[CH:5][CH:6]=3)[CH2:12][CH2:11]2)=[O:15])[CH:29]=[CH:30][C:31]=1[Cl:32]. Given the reactants [C:1]1([CH:7]2[CH2:12][CH2:11][CH:10]([C:13]([OH:15])=O)[CH2:9][CH2:8]2)[CH:6]=[CH:5][CH:4]=[CH:3][CH:2]=1.[NH:16]1[C:20]2[CH:21]=[CH:22][CH:23]=[CH:24][C:19]=2[N:18]=[C:17]1[C:25]1[CH:26]=[C:27]([CH:29]=[CH:30][C:31]=1[Cl:32])[NH2:28], predict the reaction product. (7) Given the reactants C([O:3][C:4](=[O:21])[CH2:5][S:6][CH2:7][O:8][C:9]1[CH:10]=[C:11]2[C:16](=[C:17]([CH3:19])[CH:18]=1)[N:15]=[CH:14][C:13]([Cl:20])=[CH:12]2)C.[OH-].[Na+], predict the reaction product. The product is: [Cl:20][C:13]1[CH:14]=[N:15][C:16]2[C:11]([CH:12]=1)=[CH:10][C:9]([O:8][CH2:7][S:6][CH2:5][C:4]([OH:21])=[O:3])=[CH:18][C:17]=2[CH3:19]. (8) Given the reactants [CH3:1][C:2]1([CH3:23])[C:11]2[C:6](=[CH:7][CH:8]=[C:9]([C:12]([F:15])([F:14])[F:13])[CH:10]=2)[NH:5][CH:4]([C:16]2[CH:17]=[C:18]([NH2:22])[CH:19]=[CH:20][CH:21]=2)[CH2:3]1.N1C=CC=CC=1.[CH3:30][S:31](Cl)(=[O:33])=[O:32], predict the reaction product. The product is: [CH3:1][C:2]1([CH3:23])[C:11]2[C:6](=[CH:7][CH:8]=[C:9]([C:12]([F:15])([F:13])[F:14])[CH:10]=2)[NH:5][CH:4]([C:16]2[CH:17]=[C:18]([NH:22][S:31]([CH3:30])(=[O:33])=[O:32])[CH:19]=[CH:20][CH:21]=2)[CH2:3]1. (9) Given the reactants C([C:3](CC)([C:7]([O-:9])=[O:8])[C:4]([O-:6])=[O:5])C.[H-].[Na+].[CH2:14]([O:16][C:17](=[O:40])[CH:18](OS(C1C=CC([N+]([O-])=O)=CC=1)(=O)=O)[CH2:19][CH2:20][C:21]1[CH:26]=[CH:25][CH:24]=[CH:23][CH:22]=1)[CH3:15].CN1C(=O)N(C)[CH2:45][CH2:44]C1.[CH2:50]1COC[CH2:51]1, predict the reaction product. The product is: [CH2:50]([O:9][C:7](=[O:8])[CH:3]([C:4]([O:6][CH2:44][CH3:45])=[O:5])[CH:18]([CH2:19][CH2:20][C:21]1[CH:22]=[CH:23][CH:24]=[CH:25][CH:26]=1)[C:17]([O:16][CH2:14][CH3:15])=[O:40])[CH3:51]. (10) Given the reactants Br[C:2]1[CH:11]=[CH:10][C:9]2[N:8]=[CH:7][C:6]3[N:12]=[C:13]([CH:15]4[CH2:17][CH2:16]4)[S:14][C:5]=3[C:4]=2[CH:3]=1.[F:18][C:19]1[C:20]2[N:21]([C:31]([SH:34])=[N:32][N:33]=2)[CH:22]=[C:23]([C:25]2[CH:26]=[N:27][N:28]([CH3:30])[CH:29]=2)[CH:24]=1.C1(P(C2C=CC=CC=2)C2C3OC4C(=CC=CC=4P(C4C=CC=CC=4)C4C=CC=CC=4)C(C)(C)C=3C=CC=2)C=CC=CC=1.CC(C)([O-])C.[Na+], predict the reaction product. The product is: [CH:15]1([C:13]2[S:14][C:5]3[C:4]4[CH:3]=[C:2]([S:34][C:31]5[N:21]6[CH:22]=[C:23]([C:25]7[CH:26]=[N:27][N:28]([CH3:30])[CH:29]=7)[CH:24]=[C:19]([F:18])[C:20]6=[N:33][N:32]=5)[CH:11]=[CH:10][C:9]=4[N:8]=[CH:7][C:6]=3[N:12]=2)[CH2:17][CH2:16]1.